Dataset: Full USPTO retrosynthesis dataset with 1.9M reactions from patents (1976-2016). Task: Predict the reactants needed to synthesize the given product. (1) Given the product [CH3:1][C@@H:2]([C@H:5]1[O:9][C:8](=[O:10])[NH:7][C@@H:6]1[CH2:11][C:12]([OH:16])=[O:13])[CH:3]=[CH2:4], predict the reactants needed to synthesize it. The reactants are: [CH3:1][C@@H:2]([C@H:5]1[O:9][C:8](=[O:10])[NH:7][C@@H:6]1[CH2:11][CH2:12][OH:13])[CH:3]=[CH2:4].CC(C)=[O:16]. (2) Given the product [F:35][C:36]([F:41])([F:40])[C:37]([OH:39])=[O:38].[C:1]([NH:4][C:5]1[S:6][CH:7]=[C:8]([CH2:10][O:11][C:12]2[CH:13]=[CH:14][C:15]([CH2:18][CH2:19][NH:20][C:21]([NH:23][NH2:24])=[O:22])=[CH:16][CH:17]=2)[N:9]=1)(=[O:3])[CH3:2], predict the reactants needed to synthesize it. The reactants are: [C:1]([NH:4][C:5]1[S:6][CH:7]=[C:8]([CH2:10][O:11][C:12]2[CH:17]=[CH:16][C:15]([CH2:18][CH2:19][NH:20][C:21]([NH:23][N:24](C([O-])=O)C(OC(C)(C)C)=O)=[O:22])=[CH:14][CH:13]=2)[N:9]=1)(=[O:3])[CH3:2].[F:35][C:36]([F:41])([F:40])[C:37]([OH:39])=[O:38]. (3) Given the product [CH3:25][N:8]([C:3]1[CH:4]=[N:5][CH:6]=[CH:7][C:2]=1[C:32]1[C:27]([CH3:26])=[N:28][CH:29]=[CH:30][CH:31]=1)[C:9](=[O:24])[C:10]1[CH:15]=[C:14]([C:16]([F:19])([F:18])[F:17])[CH:13]=[C:12]([C:20]([F:23])([F:22])[F:21])[CH:11]=1, predict the reactants needed to synthesize it. The reactants are: Br[C:2]1[CH:7]=[CH:6][N:5]=[CH:4][C:3]=1[N:8]([CH3:25])[C:9](=[O:24])[C:10]1[CH:15]=[C:14]([C:16]([F:19])([F:18])[F:17])[CH:13]=[C:12]([C:20]([F:23])([F:22])[F:21])[CH:11]=1.[CH3:26][C:27]1[C:32](B(O)O)=[CH:31][CH:30]=[CH:29][N:28]=1.